From a dataset of Reaction yield outcomes from USPTO patents with 853,638 reactions. Predict the reaction yield, written as a fraction of the theoretical maximum amount of product (1.0 means a 100% yield; for example, 0.34 means a 34% yield). (1) The reactants are NC1C=CC=CC=1C1C([C:14]([C:16]2[C:21]([C:22]3[CH:27]=[CH:26][CH:25]=[CH:24][C:23]=3[NH2:28])=[CH:20][CH:19]=[CH:18][N:17]=2)=O)=NC=CC=1.[NH2:29][C:30](N)=[O:31]. The catalyst is C(O)(=O)C. The product is [N:17]1[CH:18]=[CH:19][CH:20]=[CH:14][C:16]=1[C:21]1[C:22]2[C:23](=[CH:24][CH:25]=[CH:26][CH:27]=2)[NH:28][C:30](=[O:31])[N:29]=1. The yield is 0.780. (2) The reactants are [CH3:1][CH:2]1[CH2:5][O:4][CH:3]1CO.[CH3:8][CH:9]([CH3:14])[C:10]([O:12][CH3:13])=[O:11].C[O-].[Na+].C(O)(=O)C.[Cl-].[Na+]. No catalyst specified. The product is [CH3:8][CH:9]([CH3:14])[C:10]([O:12][CH2:13][C:2]1([CH3:1])[CH2:3][O:4][CH2:5]1)=[O:11]. The yield is 0.880. (3) The yield is 0.390. The catalyst is O1CCCC1.CCO.CCCCCC. The reactants are [CH3:1][C:2]1[CH:31]=[CH:30][C:5]([C:6]([NH:8][C:9]2[C:22]3[C:21](=[O:23])[C:20]4[C:15](=[CH:16][CH:17]=[CH:18][CH:19]=4)[C:14](=[O:24])[C:13]=3[CH:12]=[CH:11][C:10]=2[NH:25][C:26](=[O:29])[CH2:27]Cl)=[O:7])=[CH:4][CH:3]=1.CC[N:34]([CH:38]([CH3:40])C)[CH:35]([CH3:37])C.N1CCCC1.C(OCC)(=O)C. The product is [CH3:1][C:2]1[CH:31]=[CH:30][C:5]([C:6]([NH:8][C:9]2[C:22]3[C:21](=[O:23])[C:20]4[C:15](=[CH:16][CH:17]=[CH:18][CH:19]=4)[C:14](=[O:24])[C:13]=3[CH:12]=[CH:11][C:10]=2[NH:25][C:26](=[O:29])[CH2:27][N:34]2[CH2:35][CH2:37][CH2:40][CH2:38]2)=[O:7])=[CH:4][CH:3]=1. (4) The catalyst is ClCCl. The yield is 0.800. The reactants are [CH3:1][O:2][C:3]1[CH:4]=[C:5]2[C:9](=[CH:10][CH:11]=1)[C:8](=[O:12])[CH2:7][CH2:6]2.C(=O)([O-])[OH:14].[Na+].ClC1C=CC=C(C(OO)=O)C=1. The product is [CH3:1][O:2][C:3]1[CH:4]=[C:5]2[C:9](=[CH:10][CH:11]=1)[O:14][C:8](=[O:12])[CH2:7][CH2:6]2. (5) The reactants are C(OC(=O)[NH:7][CH2:8][C:9]1[CH:14]=[CH:13][C:12]([C:15](=[O:47])[NH:16][C:17]2[CH:22]=[CH:21][C:20]([NH:23][C:24]3[N:29]4[N:30]=[CH:31][CH:32]=[C:28]4[CH:27]=[C:26]([C:33]4[CH:34]=[C:35]([C:39]5[CH:44]=[CH:43][C:42]([O:45][CH3:46])=[CH:41][CH:40]=5)[CH:36]=[CH:37][CH:38]=4)[N:25]=3)=[CH:19][CH:18]=2)=[CH:11][CH:10]=1)(C)(C)C.[F:49][C:50]([F:55])([F:54])[C:51]([OH:53])=[O:52]. The catalyst is ClCCl. The product is [F:49][C:50]([F:55])([F:54])[C:51]([OH:53])=[O:52].[NH2:7][CH2:8][C:9]1[CH:10]=[CH:11][C:12]([C:15]([NH:16][C:17]2[CH:18]=[CH:19][C:20]([NH:23][C:24]3[N:29]4[N:30]=[CH:31][CH:32]=[C:28]4[CH:27]=[C:26]([C:33]4[CH:34]=[C:35]([C:39]5[CH:44]=[CH:43][C:42]([O:45][CH3:46])=[CH:41][CH:40]=5)[CH:36]=[CH:37][CH:38]=4)[N:25]=3)=[CH:21][CH:22]=2)=[O:47])=[CH:13][CH:14]=1. The yield is 1.00. (6) The reactants are [Cl:1][C:2]1[N:7]=[C:6](SC)[N:5]=[C:4]([N:10]2[C:14]3[CH:15]=[C:16]([F:20])[CH:17]=[C:18]([F:19])[C:13]=3[N:12]=[C:11]2[CH3:21])[CH:3]=1.[O-][Mn](=O)(=O)=O.[K+].[S:28](=[O:32])(=O)(O)[OH:29].OS([O-])=O.[Na+].[CH3:38]C([O-])=O.[K+]. The catalyst is O.C(#N)C.ClCCl. The product is [Cl:1][C:2]1[N:7]=[C:6]([S:28]([CH3:38])(=[O:32])=[O:29])[N:5]=[C:4]([N:10]2[C:14]3[CH:15]=[C:16]([F:20])[CH:17]=[C:18]([F:19])[C:13]=3[N:12]=[C:11]2[CH3:21])[CH:3]=1. The yield is 1.07. (7) The yield is 0.600. The reactants are [CH2:1]([O:3][C:4](=[O:19])[C:5]([CH2:12][CH2:13][C:14]1[S:15][CH:16]=[CH:17][CH:18]=1)([CH3:11])[C:6]([O:8]CC)=[O:7])[CH3:2].[OH-].[K+]. The product is [CH2:1]([O:3][C:4](=[O:19])[C:5]([CH2:12][CH2:13][C:14]1[S:15][CH:16]=[CH:17][CH:18]=1)([CH3:11])[C:6]([OH:8])=[O:7])[CH3:2]. The catalyst is C(O)C.O. (8) The reactants are CS(O[CH2:6][CH2:7][C:8]1[O:9][C:10]2[CH:16]=[CH:15][C:14]([C:17]3[CH:22]=[CH:21][CH:20]=[C:19]([C:23]#[N:24])[CH:18]=3)=[CH:13][C:11]=2[CH:12]=1)(=O)=O.[CH3:25][C@@H:26]1[CH2:30][CH2:29][CH2:28][NH:27]1.C([O-])([O-])=O.[Cs+].[Cs+].CC#N. The product is [CH3:25][C@@H:26]1[CH2:30][CH2:29][CH2:28][N:27]1[CH2:6][CH2:7][C:8]1[O:9][C:10]2[CH:16]=[CH:15][C:14]([C:17]3[CH:18]=[C:19]([CH:20]=[CH:21][CH:22]=3)[C:23]#[N:24])=[CH:13][C:11]=2[CH:12]=1. The yield is 0.280. The catalyst is C(Cl)Cl. (9) The product is [F:24][C:5]1([C:18]([O:20][CH2:21][CH3:22])=[O:19])[C:4](=[O:3])[CH2:10][CH2:9][N:8]([C:11]([O:13][C:14]([CH3:17])([CH3:16])[CH3:15])=[O:12])[CH2:7][CH2:6]1. The yield is 0.740. The catalyst is C1COCC1.CN(C=O)C. The reactants are [H-].[Na+].[O:3]=[C:4]1[CH2:10][CH2:9][N:8]([C:11]([O:13][C:14]([CH3:17])([CH3:16])[CH3:15])=[O:12])[CH2:7][CH2:6][CH:5]1[C:18]([O:20][CH2:21][CH3:22])=[O:19].[B-](F)(F)(F)[F:24].[B-](F)(F)(F)F.C1[N+]2(CCl)CC[N+](F)(CC2)C1.